Dataset: Forward reaction prediction with 1.9M reactions from USPTO patents (1976-2016). Task: Predict the product of the given reaction. (1) Given the reactants Cl[C:2]1[N:10]=[C:9]2[C:5]([N:6]=[CH:7][N:8]2[C@@H:11]2[CH2:15][C@H:14]([N:16]3[CH:20]=[C:19]([CH2:21][CH3:22])[CH:18]=[N:17]3)[C@@H:13]([OH:23])[C@H:12]2[OH:24])=[C:4]([NH:25][CH2:26][CH:27]([C:34]2[CH:39]=[CH:38][CH:37]=[CH:36][CH:35]=2)[C:28]2[CH:33]=[CH:32][CH:31]=[CH:30][CH:29]=2)[N:3]=1.[F:40][C:41]([F:46])([F:45])[C:42]([OH:44])=[O:43].C1(C(C2C=CC=CC=2)CNC2N=C(NCCN3CCCCC3)N=[C:61]3C=2N=[CH:59][N:60]3[C@@H:74]2[CH2:78][C@H:77]([N:79]3[CH:83]=C(CO)C=N3)[C@@H](O)[C@H]2O)C=CC=CC=1.CN(C)[C@@H]1CCNC1, predict the reaction product. The product is: [F:40][C:41]([F:46])([F:45])[C:42]([OH:44])=[O:43].[CH3:61][N:60]([CH3:59])[C@@H:74]1[CH2:78][CH2:77][N:79]([C:2]2[N:10]=[C:9]3[C:5]([N:6]=[CH:7][N:8]3[C@@H:11]3[CH2:15][C@H:14]([N:16]4[CH:20]=[C:19]([CH2:21][CH3:22])[CH:18]=[N:17]4)[C@@H:13]([OH:23])[C@H:12]3[OH:24])=[C:4]([NH:25][CH2:26][CH:27]([C:28]3[CH:33]=[CH:32][CH:31]=[CH:30][CH:29]=3)[C:34]3[CH:35]=[CH:36][CH:37]=[CH:38][CH:39]=3)[N:3]=2)[CH2:83]1. (2) The product is: [C:36]([N:3]1[CH2:8][CH2:7][CH:6]([NH:9][C:10]([NH:12][C:13]2[N:14]=[C:15]3[CH:21]=[CH:20][N:19]([CH2:22][O:23][CH2:24][CH2:25][Si:26]([CH3:29])([CH3:28])[CH3:27])[C:16]3=[N:17][CH:18]=2)=[O:11])[CH2:5][CH2:4]1)(=[O:38])[CH3:37]. Given the reactants Cl.Cl.[NH:3]1[CH2:8][CH2:7][CH:6]([NH:9][C:10]([NH:12][C:13]2[N:14]=[C:15]3[CH:21]=[CH:20][N:19]([CH2:22][O:23][CH2:24][CH2:25][Si:26]([CH3:29])([CH3:28])[CH3:27])[C:16]3=[N:17][CH:18]=2)=[O:11])[CH2:5][CH2:4]1.N1C=CC=CC=1.[C:36](OC(=O)C)(=[O:38])[CH3:37], predict the reaction product. (3) Given the reactants [CH3:1][C:2]1[O:6][N:5]=[C:4]([C:7]2[CH:12]=[CH:11][CH:10]=[CH:9][CH:8]=2)[C:3]=1[CH2:13][O:14][C:15]1[CH:23]=[CH:22][C:18]([C:19]([OH:21])=O)=[CH:17][N:16]=1.[S:24]1[CH2:28][CH2:27][NH:26][CH2:25]1, predict the reaction product. The product is: [CH3:1][C:2]1[O:6][N:5]=[C:4]([C:7]2[CH:8]=[CH:9][CH:10]=[CH:11][CH:12]=2)[C:3]=1[CH2:13][O:14][C:15]1[N:16]=[CH:17][C:18]([C:19]([N:26]2[CH2:27][CH2:28][S:24][CH2:25]2)=[O:21])=[CH:22][CH:23]=1.